From a dataset of TCR-epitope binding with 47,182 pairs between 192 epitopes and 23,139 TCRs. Binary Classification. Given a T-cell receptor sequence (or CDR3 region) and an epitope sequence, predict whether binding occurs between them. (1) The TCR CDR3 sequence is CASSPGQEILLNTGELFF. Result: 0 (the TCR does not bind to the epitope). The epitope is VLAWLYAAV. (2) The epitope is FLPRVFSAV. The TCR CDR3 sequence is CASSFELAGQETQYF. Result: 0 (the TCR does not bind to the epitope). (3) The epitope is LPPIVAKEI. The TCR CDR3 sequence is CASSPNSGSGSLDEQFF. Result: 0 (the TCR does not bind to the epitope).